This data is from Full USPTO retrosynthesis dataset with 1.9M reactions from patents (1976-2016). The task is: Predict the reactants needed to synthesize the given product. (1) Given the product [CH3:33][CH:32]([CH3:34])[C@H:27]([N:21]1[CH2:20][C:19]2[C:23](=[CH:24][CH:25]=[C:17]([C:14]3[CH:13]=[CH:12][C:11]([NH:10][C:9]([NH:8][C:3]4[CH:4]=[CH:5][CH:6]=[CH:7][C:2]=4[C:62]([F:73])([F:72])[F:61])=[S:35])=[CH:16][CH:15]=3)[CH:18]=2)[C:22]1=[O:26])[C:28]([O:30][CH3:31])=[O:29], predict the reactants needed to synthesize it. The reactants are: F[C:2]1[CH:7]=[CH:6][CH:5]=[CH:4][C:3]=1[NH:8][C:9](=[S:35])[NH:10][C:11]1[CH:16]=[CH:15][C:14]([C:17]2[CH:18]=[C:19]3[C:23](=[CH:24][CH:25]=2)[C:22](=[O:26])[N:21]([C@@H:27]([CH:32]([CH3:34])[CH3:33])[C:28]([O:30][CH3:31])=[O:29])[CH2:20]3)=[CH:13][CH:12]=1.NC1C=CC(C2C=C3C(=CC=2)C(=O)N([C@@H](C(C)C)C(OC)=O)C3)=CC=1.[F:61][C:62]([F:73])([F:72])C1C=CC=CC=1N=C=S. (2) Given the product [CH:16]([S:18]([NH:21][C:9](=[O:10])[O:11][C:12]([CH3:13])([CH3:14])[CH3:15])(=[O:20])=[O:19])=[CH2:17], predict the reactants needed to synthesize it. The reactants are: [C:12]([O:11][C:9](O[C:9]([O:11][C:12]([CH3:15])([CH3:14])[CH3:13])=[O:10])=[O:10])([CH3:15])([CH3:14])[CH3:13].[CH:16]([S:18]([NH2:21])(=[O:20])=[O:19])=[CH2:17].C(N(CC)CC)C. (3) Given the product [CH2:15]([NH:1][C@@H:2]([CH2:5][C:6]1[CH:11]=[CH:10][C:9]([N+:12]([O-:14])=[O:13])=[CH:8][CH:7]=1)[CH2:3][OH:4])[C:16]1[CH:21]=[CH:20][CH:19]=[CH:18][CH:17]=1, predict the reactants needed to synthesize it. The reactants are: [NH2:1][C@@H:2]([CH2:5][C:6]1[CH:11]=[CH:10][C:9]([N+:12]([O-:14])=[O:13])=[CH:8][CH:7]=1)[CH2:3][OH:4].[CH:15](=O)[C:16]1[CH:21]=[CH:20][CH:19]=[CH:18][CH:17]=1. (4) Given the product [CH2:22]([O:21][C:19](=[O:20])[NH:7][C:4]1[CH:5]=[CH:6][C:1]([NH2:8])=[CH:2][CH:3]=1)[C:23]1[CH:28]=[CH:27][CH:26]=[CH:25][CH:24]=1, predict the reactants needed to synthesize it. The reactants are: [C:1]1([NH2:8])[CH:6]=[CH:5][C:4]([NH2:7])=[CH:3][CH:2]=1.C(N(C(C)C)CC)(C)C.Cl[C:19]([O:21][CH2:22][C:23]1[CH:28]=[CH:27][CH:26]=[CH:25][CH:24]=1)=[O:20]. (5) Given the product [CH:12]([CH:13]1[CH2:15][CH:14]1[C:16]1[C:24]2[C:19](=[CH:20][CH:21]=[C:22]([C:25]#[N:26])[CH:23]=2)[N:18]([S:27]([C:30]2[CH:31]=[CH:32][C:33]([CH3:36])=[CH:34][CH:35]=2)(=[O:28])=[O:29])[N:17]=1)=[O:11], predict the reactants needed to synthesize it. The reactants are: CS(C)=O.C(Cl)(=O)C(Cl)=O.[OH:11][CH2:12][CH:13]1[CH2:15][CH:14]1[C:16]1[C:24]2[C:19](=[CH:20][CH:21]=[C:22]([C:25]#[N:26])[CH:23]=2)[N:18]([S:27]([C:30]2[CH:35]=[CH:34][C:33]([CH3:36])=[CH:32][CH:31]=2)(=[O:29])=[O:28])[N:17]=1.CCN(CC)CC.